Predict which catalyst facilitates the given reaction. From a dataset of Catalyst prediction with 721,799 reactions and 888 catalyst types from USPTO. (1) Reactant: [OH:1][C:2]1[CH:9]=[CH:8][C:5]([CH:6]=[O:7])=[CH:4][CH:3]=1.Cl[CH2:11][C:12]1[CH:21]=[CH:20][C:19]2[C:14](=[CH:15][CH:16]=[CH:17][CH:18]=2)[N:13]=1.C(=O)([O-])[O-].[K+].[K+].[I-].[K+]. Product: [N:13]1[C:14]2[C:19](=[CH:18][CH:17]=[CH:16][CH:15]=2)[CH:20]=[CH:21][C:12]=1[CH2:11][O:1][C:2]1[CH:9]=[CH:8][C:5]([CH:6]=[O:7])=[CH:4][CH:3]=1. The catalyst class is: 824. (2) Reactant: [C:1]([NH:8][C@H:9]([C:18]([OH:20])=[O:19])[CH2:10][C:11]1[CH:16]=[CH:15][C:14]([OH:17])=[CH:13][CH:12]=1)([O:3][C:4]([CH3:7])([CH3:6])[CH3:5])=[O:2].C[O-].[Na+].CO.[CH2:26](Br)[C:27]1[CH:32]=[CH:31][CH:30]=[CH:29][CH:28]=1.O. Product: [C:1]([NH:8][C@H:9]([C:18]([OH:20])=[O:19])[CH2:10][C:11]1[CH:12]=[CH:13][C:14]([O:17][CH2:26][C:27]2[CH:32]=[CH:31][CH:30]=[CH:29][CH:28]=2)=[CH:15][CH:16]=1)([O:3][C:4]([CH3:5])([CH3:7])[CH3:6])=[O:2]. The catalyst class is: 5. (3) Reactant: [CH3:1][O:2][C:3]([C:5]1[CH:6]=[C:7]2[C:11](=[CH:12][CH:13]=1)[N:10](C(OC(C)(C)C)=O)[CH:9]=[C:8]2[C:21]([CH3:25])([CH3:24])[CH2:22][NH2:23])=[O:4].Cl[C:27](Cl)([O:29]C(=O)OC(Cl)(Cl)Cl)Cl. Product: [CH3:1][O:2][C:3]([C:5]1[CH:6]=[C:7]2[C:11](=[CH:12][CH:13]=1)[NH:10][C:9]1[C:27](=[O:29])[NH:23][CH2:22][C:21]([CH3:24])([CH3:25])[C:8]2=1)=[O:4]. The catalyst class is: 2.